From a dataset of Peptide-MHC class I binding affinity with 185,985 pairs from IEDB/IMGT. Regression. Given a peptide amino acid sequence and an MHC pseudo amino acid sequence, predict their binding affinity value. This is MHC class I binding data. (1) The peptide sequence is DFISTPPLVR. The MHC is Mamu-B8301 with pseudo-sequence Mamu-B8301. The binding affinity (normalized) is 0.380. (2) The peptide sequence is KAMRPWQSF. The binding affinity (normalized) is 0.949. The MHC is HLA-B15:17 with pseudo-sequence HLA-B15:17. (3) The peptide sequence is KINRSKTPY. The MHC is HLA-A02:06 with pseudo-sequence HLA-A02:06. The binding affinity (normalized) is 0.0847. (4) The MHC is HLA-A03:01 with pseudo-sequence HLA-A03:01. The binding affinity (normalized) is 0.475. The peptide sequence is RVRIPDVAR. (5) The peptide sequence is LVAGGLLTV. The MHC is HLA-A02:01 with pseudo-sequence HLA-A02:01. The binding affinity (normalized) is 0.297.